This data is from Full USPTO retrosynthesis dataset with 1.9M reactions from patents (1976-2016). The task is: Predict the reactants needed to synthesize the given product. (1) Given the product [Cl:1][C:2]1[CH:9]=[C:8]([O:10][CH3:11])[CH:7]=[C:4]2[C:3]=1[O:12][CH:21]([C:20]([F:19])([F:29])[F:28])[C:22]([C:23]([O:25][CH2:26][CH3:27])=[O:24])=[CH:5]2, predict the reactants needed to synthesize it. The reactants are: [Cl:1][C:2]1[C:3]([OH:12])=[C:4]([CH:7]=[C:8]([O:10][CH3:11])[CH:9]=1)[CH:5]=O.C([O-])([O-])=O.[K+].[K+].[F:19][C:20]([F:29])([F:28])/[CH:21]=[CH:22]/[C:23]([O:25][CH2:26][CH3:27])=[O:24].Cl. (2) The reactants are: [C:1]1([SiH2:7][C:8]2[CH:13]=[CH:12][CH:11]=[CH:10][CH:9]=2)[CH:6]=[CH:5][CH:4]=[CH:3][CH:2]=1.[C:14]([C:17]1[CH:22]=[CH:21][CH:20]=[CH:19][CH:18]=1)(=[O:16])[CH3:15].[C:23]1([SiH:29]([C:39]2[CH:44]=[CH:43][CH:42]=[CH:41][CH:40]=2)[O:30][CH:31]([C:33]2[CH:38]=[CH:37][CH:36]=[CH:35][CH:34]=2)[CH3:32])[CH:28]=[CH:27][CH:26]=[CH:25][CH:24]=1. Given the product [C:17]1([CH:14]([OH:16])[CH3:15])[CH:22]=[CH:21][CH:20]=[CH:19][CH:18]=1.[C:39]1([SiH:29]([C:23]2[CH:28]=[CH:27][CH:26]=[CH:25][CH:24]=2)[O:30][CH:31]([C:33]2[CH:34]=[CH:35][CH:36]=[CH:37][CH:38]=2)[CH3:32])[CH:40]=[CH:41][CH:42]=[CH:43][CH:44]=1.[C:8]1([Si:7]([C:1]2[CH:2]=[CH:3][CH:4]=[CH:5][CH:6]=2)([O:30][CH:31]([C:33]2[CH:38]=[CH:37][CH:36]=[CH:35][CH:34]=2)[CH3:32])[O:16][CH:14]([C:17]2[CH:22]=[CH:21][CH:20]=[CH:19][CH:18]=2)[CH3:15])[CH:9]=[CH:10][CH:11]=[CH:12][CH:13]=1, predict the reactants needed to synthesize it. (3) The reactants are: Cl.CN.[C:4]([N:9]1[CH2:14][CH2:13][C:12](=O)[CH:11]([CH3:16])[CH2:10]1)([O:6][CH2:7][CH3:8])=[O:5].[OH-].[K+].[C:19]([BH3-])#[N:20].[Na+]. Given the product [C:4]([N:9]1[CH2:14][CH2:13][CH:12]([NH:20][CH3:19])[CH:11]([CH3:16])[CH2:10]1)([O:6][CH2:7][CH3:8])=[O:5], predict the reactants needed to synthesize it. (4) Given the product [N:17]1([CH2:22][C:23]2[CH:29]=[CH:28][C:26]([NH:27][C:2]3[CH:7]=[C:6]([CH2:8][CH3:9])[N:5]=[C:4]([C:10]4[CH:15]=[CH:14][CH:13]=[C:12]([Cl:16])[CH:11]=4)[N:3]=3)=[CH:25][CH:24]=2)[CH:21]=[CH:20][CH:19]=[N:18]1, predict the reactants needed to synthesize it. The reactants are: Cl[C:2]1[CH:7]=[C:6]([CH2:8][CH3:9])[N:5]=[C:4]([C:10]2[CH:15]=[CH:14][CH:13]=[C:12]([Cl:16])[CH:11]=2)[N:3]=1.[N:17]1([CH2:22][C:23]2[CH:29]=[CH:28][C:26]([NH2:27])=[CH:25][CH:24]=2)[CH:21]=[CH:20][CH:19]=[N:18]1.